From a dataset of Reaction yield outcomes from USPTO patents with 853,638 reactions. Predict the reaction yield, written as a fraction of the theoretical maximum amount of product (1.0 means a 100% yield; for example, 0.34 means a 34% yield). The reactants are Br[C:2]1[CH:7]=[CH:6][C:5]([O:8][CH:9]([F:11])[F:10])=[CH:4][CH:3]=1.[CH3:12][C:13]1([CH3:29])[C:17]([CH3:19])([CH3:18])[O:16][B:15]([B:15]2[O:16][C:17]([CH3:19])([CH3:18])[C:13]([CH3:29])([CH3:12])[O:14]2)[O:14]1.C([O-])(=O)C.[K+]. The catalyst is CN(C)C=O.C(OCC)(=O)C.C1C=CC(P(C2C=CC=CC=2)[C-]2C=CC=C2)=CC=1.C1C=CC(P(C2C=CC=CC=2)[C-]2C=CC=C2)=CC=1.Cl[Pd]Cl.[Fe+2]. The product is [F:10][CH:9]([F:11])[O:8][C:5]1[CH:6]=[CH:7][C:2]([B:15]2[O:16][C:17]([CH3:19])([CH3:18])[C:13]([CH3:29])([CH3:12])[O:14]2)=[CH:3][CH:4]=1. The yield is 0.580.